Dataset: Reaction yield outcomes from USPTO patents with 853,638 reactions. Task: Predict the reaction yield, written as a fraction of the theoretical maximum amount of product (1.0 means a 100% yield; for example, 0.34 means a 34% yield). (1) The yield is 1.53. The reactants are [F:1][C:2]1[CH:18]=[C:17]([CH:19]=[CH2:20])[CH:16]=[C:15]([F:21])[C:3]=1[O:4][C:5]1[CH:6]=[N:7][C:8]([C:11]([F:14])([F:13])[F:12])=[N:9][CH:10]=1.B1C2CCCC1CCC2.[OH-:31].[Na+].OO. The product is [F:21][C:15]1[CH:16]=[C:17]([CH2:19][CH2:20][OH:31])[CH:18]=[C:2]([F:1])[C:3]=1[O:4][C:5]1[CH:10]=[N:9][C:8]([C:11]([F:12])([F:13])[F:14])=[N:7][CH:6]=1. The catalyst is C1COCC1. (2) The reactants are [N+:1]([C:4]1[S:8][CH:7]=[C:6]([C:9]([OH:11])=O)[CH:5]=1)([O-:3])=[O:2].[N:12]1[C:21]2[C:16](=[CH:17][CH:18]=[CH:19][CH:20]=2)[CH:15]=[CH:14][C:13]=1[NH:22][C@H:23]1[CH2:28][CH2:27][C@@H:26]([NH2:29])[CH2:25][CH2:24]1.CCN(CC)CC.C1C=CC2N(O)N=NC=2C=1.O.CCN=C=NCCCN(C)C.[ClH:59].Cl. The catalyst is CN(C=O)C.CCOC(C)=O.O. The product is [ClH:59].[N:12]1[C:21]2[C:16](=[CH:17][CH:18]=[CH:19][CH:20]=2)[CH:15]=[CH:14][C:13]=1[NH:22][C@@H:23]1[CH2:24][CH2:25][C@H:26]([NH:29][C:9]([C:6]2[CH:5]=[C:4]([N+:1]([O-:3])=[O:2])[S:8][CH:7]=2)=[O:11])[CH2:27][CH2:28]1. The yield is 0.600. (3) The catalyst is ClCCl. The product is [CH2:35]([N:33]([CH2:32][C:9]1[C:10]2[C:15](=[O:16])[C:14]([C:17](=[O:21])[CH:18]([CH3:20])[CH3:19])=[CH:13][N:12]([CH2:22][C:23]3[C:28]([F:29])=[CH:27][CH:26]=[CH:25][C:24]=3[F:30])[C:11]=2[S:31][C:8]=1[C:5]1[CH:4]=[CH:3][C:2]([NH:1][C:55]([C:52]2([OH:51])[CH2:54][CH2:53]2)=[O:56])=[CH:7][CH:6]=1)[CH3:34])[C:36]1[CH:37]=[CH:38][CH:39]=[CH:40][CH:41]=1. The reactants are [NH2:1][C:2]1[CH:7]=[CH:6][C:5]([C:8]2[S:31][C:11]3[N:12]([CH2:22][C:23]4[C:28]([F:29])=[CH:27][CH:26]=[CH:25][C:24]=4[F:30])[CH:13]=[C:14]([C:17](=[O:21])[CH:18]([CH3:20])[CH3:19])[C:15](=[O:16])[C:10]=3[C:9]=2[CH2:32][N:33]([CH2:35][C:36]2[CH:41]=[CH:40][CH:39]=[CH:38][CH:37]=2)[CH3:34])=[CH:4][CH:3]=1.C(N(C(C)C)CC)(C)C.[OH:51][C:52]1([C:55](O)=[O:56])[CH2:54][CH2:53]1.F[P-](F)(F)(F)(F)F.N1(O[P+](N(C)C)(N(C)C)N(C)C)C2C=CC=CC=2N=N1. The yield is 0.410. (4) The product is [Cl:21][C:4]1[CH:3]=[C:2]([C:22]#[C:23][CH3:24])[CH:7]=[C:6]([O:8][CH3:9])[C:5]=1[C:10]1[C:11](=[O:20])[CH:12]([CH2:17][C:18]#[CH:19])[CH2:13][C:14]=1[O:15][CH3:16]. The reactants are Br[C:2]1[CH:7]=[C:6]([O:8][CH3:9])[C:5]([C:10]2[C:11](=[O:20])[CH:12]([CH2:17][C:18]#[CH:19])[CH2:13][C:14]=2[O:15][CH3:16])=[C:4]([Cl:21])[CH:3]=1.[C:22](O)(=O)[C:23]#[C:24]C.C1(P(C2C=CC=CC=2)CCCCP(C2C=CC=CC=2)C2C=CC=CC=2)C=CC=CC=1.[F-].C([N+](CCCC)(CCCC)CCCC)CCC.O1CCCC1. The catalyst is CCOC(C)=O.ClCCl.Cl[Pd](Cl)([P](C1C=CC=CC=1)(C1C=CC=CC=1)C1C=CC=CC=1)[P](C1C=CC=CC=1)(C1C=CC=CC=1)C1C=CC=CC=1.O.CS(C)=O. The yield is 0.320. (5) The reactants are [CH3:1][C:2]1[N:26]([CH3:27])[C:5]2=[N:6][C:7]([CH3:25])=[C:8]([CH:17]([CH2:22][CH2:23][CH3:24])[C:18]([O:20]C)=[O:19])[C:9]([C:10]3[CH:15]=[CH:14][C:13]([CH3:16])=[CH:12][CH:11]=3)=[C:4]2[N:3]=1.[OH-].[Na+]. The catalyst is CO.C(O)C. The product is [CH3:1][C:2]1[N:26]([CH3:27])[C:5]2=[N:6][C:7]([CH3:25])=[C:8]([CH:17]([CH2:22][CH2:23][CH3:24])[C:18]([OH:20])=[O:19])[C:9]([C:10]3[CH:11]=[CH:12][C:13]([CH3:16])=[CH:14][CH:15]=3)=[C:4]2[N:3]=1. The yield is 0.530. (6) The reactants are Br[C:2]1[N:7]=[C:6]([C:8]([O:10][CH3:11])=[O:9])[CH:5]=[CH:4][C:3]=1[F:12].[F:13][C:14]1[CH:19]=[C:18]([CH:20]2[CH2:25][CH2:24][O:23][CH2:22][CH2:21]2)[CH:17]=[C:16]([F:26])[C:15]=1B1OC(C)(C)C(C)(C)O1. No catalyst specified. The product is [F:13][C:14]1[CH:19]=[C:18]([CH:20]2[CH2:25][CH2:24][O:23][CH2:22][CH2:21]2)[CH:17]=[C:16]([F:26])[C:15]=1[C:2]1[N:7]=[C:6]([C:8]([O:10][CH3:11])=[O:9])[CH:5]=[CH:4][C:3]=1[F:12]. The yield is 0.590. (7) The reactants are Br[C:2]1[N:7]=[C:6]([C:8]2[N:12]([CH:13]([CH3:15])[CH3:14])[N:11]=[CH:10][CH:9]=2)[C:5]([C:16]([O:18][CH3:19])=[O:17])=[CH:4][CH:3]=1.CCN(C(C)C)C(C)C.[CH3:29][N:30]([CH3:35])[CH2:31][CH2:32][NH:33][CH3:34]. The catalyst is O1CCCC1. The product is [CH3:29][N:30]([CH3:35])[CH2:31][CH2:32][N:33]([CH3:34])[C:2]1[N:7]=[C:6]([C:8]2[N:12]([CH:13]([CH3:15])[CH3:14])[N:11]=[CH:10][CH:9]=2)[C:5]([C:16]([O:18][CH3:19])=[O:17])=[CH:4][CH:3]=1. The yield is 0.880. (8) The reactants are [Br:1][C:2]1[CH:3]=[N:4][C:5](Cl)=[N:6][CH:7]=1.Cl.[F:10][C:11]1([C:17]([O:19][CH2:20][CH3:21])=[O:18])[CH2:16][CH2:15][NH:14][CH2:13][CH2:12]1.C(=O)([O-])[O-].[Cs+].[Cs+]. The catalyst is CN(C)C=O. The product is [Br:1][C:2]1[CH:3]=[N:4][C:5]([N:14]2[CH2:13][CH2:12][C:11]([F:10])([C:17]([O:19][CH2:20][CH3:21])=[O:18])[CH2:16][CH2:15]2)=[N:6][CH:7]=1. The yield is 0.850.